This data is from NCI-60 drug combinations with 297,098 pairs across 59 cell lines. The task is: Regression. Given two drug SMILES strings and cell line genomic features, predict the synergy score measuring deviation from expected non-interaction effect. (1) Drug 1: CC1C(C(CC(O1)OC2CC(OC(C2O)C)OC3=CC4=CC5=C(C(=O)C(C(C5)C(C(=O)C(C(C)O)O)OC)OC6CC(C(C(O6)C)O)OC7CC(C(C(O7)C)O)OC8CC(C(C(O8)C)O)(C)O)C(=C4C(=C3C)O)O)O)O. Drug 2: C1CNP(=O)(OC1)N(CCCl)CCCl. Cell line: HCT116. Synergy scores: CSS=57.2, Synergy_ZIP=5.02, Synergy_Bliss=10.1, Synergy_Loewe=-37.4, Synergy_HSA=2.70. (2) Drug 1: C1C(C(OC1N2C=NC(=NC2=O)N)CO)O. Drug 2: B(C(CC(C)C)NC(=O)C(CC1=CC=CC=C1)NC(=O)C2=NC=CN=C2)(O)O. Cell line: HL-60(TB). Synergy scores: CSS=75.8, Synergy_ZIP=-0.148, Synergy_Bliss=-0.173, Synergy_Loewe=-1.21, Synergy_HSA=-0.510. (3) Drug 1: CC1=C(C(=CC=C1)Cl)NC(=O)C2=CN=C(S2)NC3=CC(=NC(=N3)C)N4CCN(CC4)CCO. Drug 2: CNC(=O)C1=NC=CC(=C1)OC2=CC=C(C=C2)NC(=O)NC3=CC(=C(C=C3)Cl)C(F)(F)F. Cell line: A549. Synergy scores: CSS=27.7, Synergy_ZIP=2.80, Synergy_Bliss=20.8, Synergy_Loewe=-16.3, Synergy_HSA=1.74. (4) Drug 1: CC1CCC2CC(C(=CC=CC=CC(CC(C(=O)C(C(C(=CC(C(=O)CC(OC(=O)C3CCCCN3C(=O)C(=O)C1(O2)O)C(C)CC4CCC(C(C4)OC)O)C)C)O)OC)C)C)C)OC. Drug 2: CCN(CC)CCNC(=O)C1=C(NC(=C1C)C=C2C3=C(C=CC(=C3)F)NC2=O)C. Cell line: U251. Synergy scores: CSS=1.78, Synergy_ZIP=1.99, Synergy_Bliss=1.56, Synergy_Loewe=-5.02, Synergy_HSA=-2.31.